From a dataset of Full USPTO retrosynthesis dataset with 1.9M reactions from patents (1976-2016). Predict the reactants needed to synthesize the given product. (1) The reactants are: [CH3:1][O:2][CH2:3][CH2:4][CH2:5][CH2:6][N:7]1[C:12]2[CH:13]=[C:14]([C:21]([OH:23])=O)[C:15]([C:17]([F:20])([F:19])[F:18])=[CH:16][C:11]=2[O:10][C:9]([CH3:25])([CH3:24])[C:8]1=[O:26].[CH:27]([NH:30][CH:31]1[CH2:37][CH2:36][CH2:35][CH2:34][N:33]([C:38]([O:40][C:41]([CH3:44])([CH3:43])[CH3:42])=[O:39])[CH2:32]1)([CH3:29])[CH3:28]. Given the product [CH:27]([N:30]([C:21]([C:14]1[C:15]([C:17]([F:19])([F:20])[F:18])=[CH:16][C:11]2[O:10][C:9]([CH3:25])([CH3:24])[C:8](=[O:26])[N:7]([CH2:6][CH2:5][CH2:4][CH2:3][O:2][CH3:1])[C:12]=2[CH:13]=1)=[O:23])[CH:31]1[CH2:37][CH2:36][CH2:35][CH2:34][N:33]([C:38]([O:40][C:41]([CH3:43])([CH3:42])[CH3:44])=[O:39])[CH2:32]1)([CH3:29])[CH3:28], predict the reactants needed to synthesize it. (2) Given the product [OH:8][C:9]1[C:27]([C:28]([F:31])([F:29])[F:30])=[CH:26][C:12]([C:13]([N:15]2[C:19]3[CH:20]=[CH:21][CH:22]=[CH:23][C:18]=3[S:17](=[O:25])(=[O:24])[CH2:16]2)=[O:14])=[CH:11][C:10]=1[O:32][CH3:33], predict the reactants needed to synthesize it. The reactants are: C([O:8][C:9]1[C:27]([C:28]([F:31])([F:30])[F:29])=[CH:26][C:12]([C:13]([N:15]2[C:19]3[CH:20]=[CH:21][CH:22]=[CH:23][C:18]=3[S:17](=[O:25])(=[O:24])[CH2:16]2)=[O:14])=[CH:11][C:10]=1[O:32][CH3:33])C1C=CC=CC=1. (3) The reactants are: Br[C:2]1[S:6][C:5]([N:7]([C:11]2[CH:16]=[CH:15][CH:14]=[CH:13][N:12]=2)C(=O)C)=[N:4][CH:3]=1.[C:17]1([CH3:26])[CH:22]=[CH:21][CH:20]=[CH:19][C:18]=1B(O)O.[O-]P([O-])([O-])=O.[K+].[K+].[K+].[Li+].[OH-]. Given the product [N:12]1[CH:13]=[CH:14][CH:15]=[CH:16][C:11]=1[NH:7][C:5]1[S:6][C:2]([C:18]2[CH:19]=[CH:20][CH:21]=[CH:22][C:17]=2[CH3:26])=[CH:3][N:4]=1, predict the reactants needed to synthesize it. (4) The reactants are: Cl[C:2]1[CH:7]=[C:6]([Cl:8])[N:5]=[C:4]([NH2:9])[N:3]=1.[CH2:10]([C@@H:12]1[CH2:17][O:16][CH2:15][CH2:14][NH:13]1)[CH3:11].CCN(C(C)C)C(C)C. Given the product [Cl:8][C:6]1[CH:7]=[C:2]([N:13]2[CH2:14][CH2:15][O:16][CH2:17][C@H:12]2[CH2:10][CH3:11])[N:3]=[C:4]([NH2:9])[N:5]=1, predict the reactants needed to synthesize it. (5) Given the product [C:2](=[NH:1])([CH3:3])[CH3:7].[NH2:1][C:2]1[CH:3]=[C:4]([C:9]2[CH:15]=[CH:14][C:12]([NH2:13])=[C:11]([NH2:16])[CH:10]=2)[CH:5]=[CH:6][C:7]=1[NH2:8].[C:2](=[NH:1])([CH3:3])[CH3:7].[C:2](=[NH:1])([CH3:3])[CH3:7].[NH2:1][C:2]1[CH:3]=[C:4]([C:9]2[CH:15]=[CH:14][C:12]([NH2:13])=[C:11]([NH2:16])[CH:10]=2)[CH:5]=[CH:6][C:7]=1[NH2:8], predict the reactants needed to synthesize it. The reactants are: [NH2:1][C:2]1[CH:3]=[C:4]([C:9]2[CH:15]=[CH:14][C:12]([NH2:13])=[C:11]([NH2:16])[CH:10]=2)[CH:5]=[CH:6][C:7]=1[NH2:8].C(O)(=O)C. (6) Given the product [C:1]([O:5][C:6]([N:7]([CH2:8][CH:9]1[CH2:14][CH2:13][N:12]([C:38]([C:37]2[CH:36]=[C:35]([CH:43]=[CH:42][CH:41]=2)[C:34]([O:45][CH3:46])=[O:44])=[O:39])[CH2:11][CH:10]1[C:15]1[CH:16]=[CH:17][CH:18]=[CH:19][CH:20]=1)[C@@H:21]([C:23]1[C:32]2[C:27](=[CH:28][CH:29]=[CH:30][CH:31]=2)[CH:26]=[CH:25][CH:24]=1)[CH3:22])=[O:33])([CH3:2])([CH3:3])[CH3:4], predict the reactants needed to synthesize it. The reactants are: [C:1]([O:5][C:6](=[O:33])[N:7]([C@@H:21]([C:23]1[C:32]2[C:27](=[CH:28][CH:29]=[CH:30][CH:31]=2)[CH:26]=[CH:25][CH:24]=1)[CH3:22])[CH2:8][CH:9]1[CH2:14][CH2:13][NH:12][CH2:11][CH:10]1[C:15]1[CH:20]=[CH:19][CH:18]=[CH:17][CH:16]=1)([CH3:4])([CH3:3])[CH3:2].[C:34]([O:45][CH3:46])(=[O:44])[C:35]1[CH:43]=[CH:42][CH:41]=[C:37]([C:38]([O-])=[O:39])[CH:36]=1.C1C=CC2N(O)N=NC=2C=1.CCN=C=NCCCN(C)C.Cl. (7) Given the product [CH2:1]([N:8]([C:29]([O:31][C:32]([CH3:35])([CH3:34])[CH3:33])=[O:30])[C:9](=[O:10])[CH2:11][CH2:12][C:13]([CH3:18])([CH3:17])[C:14]([OH:16])=[O:15])[C:2]1[CH:7]=[CH:6][CH:5]=[CH:4][CH:3]=1, predict the reactants needed to synthesize it. The reactants are: [CH2:1]([NH:8][C:9]([CH2:11][CH2:12][C:13]([CH3:18])([CH3:17])[C:14]([OH:16])=[O:15])=[O:10])[C:2]1[CH:7]=[CH:6][CH:5]=[CH:4][CH:3]=1.C[Si]([N-][Si](C)(C)C)(C)C.[Na+].[C:29](O[C:29]([O:31][C:32]([CH3:35])([CH3:34])[CH3:33])=[O:30])([O:31][C:32]([CH3:35])([CH3:34])[CH3:33])=[O:30].[NH4+].[Cl-].Cl. (8) Given the product [Cl:1][C:2]1[CH:7]=[CH:6][CH:5]=[C:4]([CH:8]2[CH2:10][CH2:9]2)[C:3]=1[C:11]([N:13]1[C:21]2[C:16](=[C:17]([F:22])[CH:18]=[CH:19][CH:20]=2)[C:15]([N:27]2[CH2:28][CH2:29][C:30]([CH3:36])([C:31]([O:33][CH2:34][CH3:35])=[O:32])[CH:25]([OH:24])[CH2:26]2)=[N:14]1)=[O:12], predict the reactants needed to synthesize it. The reactants are: [Cl:1][C:2]1[CH:7]=[CH:6][CH:5]=[C:4]([CH:8]2[CH2:10][CH2:9]2)[C:3]=1[C:11]([N:13]1[C:21]2[C:16](=[C:17]([F:22])[CH:18]=[CH:19][CH:20]=2)[C:15](I)=[N:14]1)=[O:12].[OH:24][CH:25]1[C:30]([CH3:36])([C:31]([O:33][CH2:34][CH3:35])=[O:32])[CH2:29][CH2:28][NH:27][CH2:26]1.C([O-])([O-])=O.[Cs+].[Cs+]. (9) Given the product [NH2:7][CH:8]1[CH2:9][CH2:10][N:11]([CH2:14][CH2:15][N:16]2[C:25]3[C:24](=[C:23]([F:26])[CH:22]=[C:21]([C:27]#[N:28])[CH:20]=3)[CH:19]=[CH:18][C:17]2=[O:29])[CH2:12][CH2:13]1, predict the reactants needed to synthesize it. The reactants are: C(OC(=O)[NH:7][CH:8]1[CH2:13][CH2:12][N:11]([CH2:14][CH2:15][N:16]2[C:25]3[C:20](=[C:21]([C:27]#[N:28])[CH:22]=[C:23]([F:26])[CH:24]=3)[CH:19]=[CH:18][C:17]2=[O:29])[CH2:10][CH2:9]1)(C)(C)C.C(OC(=O)NC1CCN(CCN2C3C(=C(F)C=C(C#N)C=3)C=CC2=O)CC1)(C)(C)C.FC(F)(F)C(O)=O.NC1CCN(CCN2C3C(=CC=C(F)C=3)N=CC2=O)CC1.